From a dataset of Full USPTO retrosynthesis dataset with 1.9M reactions from patents (1976-2016). Predict the reactants needed to synthesize the given product. (1) Given the product [CH2:29]([N:36]1[CH2:9][C@H:10]([CH3:23])[CH2:11][C@H:12]([NH:15][C:16](=[O:22])[O:17][C:18]([CH3:21])([CH3:20])[CH3:19])[CH2:13]1)[C:30]1[CH:35]=[CH:34][CH:33]=[CH:32][CH:31]=1, predict the reactants needed to synthesize it. The reactants are: C(N(CC)CC)C.O[CH2:9][C@H:10]([CH3:23])[CH2:11][C@H:12]([NH:15][C:16](=[O:22])[O:17][C:18]([CH3:21])([CH3:20])[CH3:19])[CH2:13]O.CS(Cl)(=O)=O.[CH2:29]([NH2:36])[C:30]1[CH:35]=[CH:34][CH:33]=[CH:32][CH:31]=1. (2) The reactants are: C([O:4][CH:5]1[C:9]2[N:10]=[CH:11][N:12]=[C:13]([N:14]3[C:34]4[C:29](=[CH:30][C:31]([Cl:35])=[CH:32][CH:33]=4)[C:16]4([CH2:21][CH2:20][N:19]([C:22]([O:24][C:25]([CH3:28])([CH3:27])[CH3:26])=[O:23])[CH2:18][CH2:17]4)[CH2:15]3)[C:8]=2[C@H:7]([CH3:36])[CH2:6]1)(=O)C.C1COCC1.O[Li].O. Given the product [Cl:35][C:31]1[CH:30]=[C:29]2[C:16]3([CH2:17][CH2:18][N:19]([C:22]([O:24][C:25]([CH3:28])([CH3:27])[CH3:26])=[O:23])[CH2:20][CH2:21]3)[CH2:15][N:14]([C:13]3[C:8]4[C@H:7]([CH3:36])[CH2:6][CH:5]([OH:4])[C:9]=4[N:10]=[CH:11][N:12]=3)[C:34]2=[CH:33][CH:32]=1, predict the reactants needed to synthesize it. (3) Given the product [Cl:1][C:2]1[CH:7]=[C:6]([NH2:8])[CH:5]=[C:4]([Cl:11])[C:3]=1[F:12], predict the reactants needed to synthesize it. The reactants are: [Cl:1][C:2]1[CH:7]=[C:6]([N+:8]([O-])=O)[CH:5]=[C:4]([Cl:11])[C:3]=1[F:12].C([O-])=O.[NH4+]. (4) Given the product [Cl:17][C:18]1[CH:19]=[CH:20][C:21]([CH3:25])=[C:22]([CH:23]=1)[O:24][CH2:2][C:3]1[CH:8]=[CH:7][C:6]([C:9]2[CH:13]=[C:12]([C:14]([NH2:16])=[O:15])[O:11][N:10]=2)=[CH:5][CH:4]=1, predict the reactants needed to synthesize it. The reactants are: Br[CH2:2][C:3]1[CH:8]=[CH:7][C:6]([C:9]2[CH:13]=[C:12]([C:14]([NH2:16])=[O:15])[O:11][N:10]=2)=[CH:5][CH:4]=1.[Cl:17][C:18]1[CH:19]=[CH:20][C:21]([CH3:25])=[C:22]([OH:24])[CH:23]=1.C([O-])([O-])=O.[K+].[K+]. (5) Given the product [C:1]12([NH:11][CH2:17][C:16]3[S:12][C:13]4[CH:22]=[CH:21][CH:20]=[CH:19][C:14]=4[CH:15]=3)[CH2:8][CH:7]3[CH2:6][CH:5]([CH2:4][CH:3]([CH2:9]3)[CH2:2]1)[CH2:10]2, predict the reactants needed to synthesize it. The reactants are: [C:1]12([NH2:11])[CH2:10][CH:5]3[CH2:6][CH:7]([CH2:9][CH:3]([CH2:4]3)[CH2:2]1)[CH2:8]2.[S:12]1[C:16]([CH:17]=O)=[CH:15][C:14]2[CH:19]=[CH:20][CH:21]=[CH:22][C:13]1=2. (6) The reactants are: [CH:1]([N:14]1[CH2:19][CH2:18][N:17]([CH2:20][C:21]([O:23]C(C)(C)C)=[O:22])[C@@H:16]([CH3:28])[CH2:15]1)([C:8]1[CH:13]=[CH:12][CH:11]=[CH:10][CH:9]=1)[C:2]1[CH:7]=[CH:6][CH:5]=[CH:4][CH:3]=1.[ClH:29]. Given the product [ClH:29].[ClH:29].[CH:1]([N:14]1[CH2:19][CH2:18][N:17]([CH2:20][C:21]([OH:23])=[O:22])[C@@H:16]([CH3:28])[CH2:15]1)([C:2]1[CH:7]=[CH:6][CH:5]=[CH:4][CH:3]=1)[C:8]1[CH:9]=[CH:10][CH:11]=[CH:12][CH:13]=1, predict the reactants needed to synthesize it. (7) Given the product [ClH:1].[ClH:1].[Cl:1][C:2]1[CH:3]=[C:4]([NH:17][C:18]2[C:19]3[N:26]([CH2:27][CH2:28][CH2:29][N:32]([CH3:31])[CH2:33][CH2:34][OH:35])[CH:25]=[CH:24][C:20]=3[N:21]=[CH:22][N:23]=2)[CH:5]=[CH:6][C:7]=1[O:8][CH2:9][C:10]1[CH:15]=[CH:14][CH:13]=[C:12]([F:16])[CH:11]=1, predict the reactants needed to synthesize it. The reactants are: [Cl:1][C:2]1[CH:3]=[C:4]([NH:17][C:18]2[C:19]3[N:26]([CH2:27][CH2:28][CH2:29]Cl)[CH:25]=[CH:24][C:20]=3[N:21]=[CH:22][N:23]=2)[CH:5]=[CH:6][C:7]=1[O:8][CH2:9][C:10]1[CH:15]=[CH:14][CH:13]=[C:12]([F:16])[CH:11]=1.[CH3:31][NH:32][CH2:33][CH2:34][OH:35]. (8) Given the product [OH:22][CH2:21][C:17]1[CH:16]=[C:15]([CH:20]=[CH:19][CH:18]=1)[O:14][CH2:13][CH:11]([OH:10])[CH2:12][NH:40][CH:37]1[CH2:36][CH2:35][N:34]([C:27]2[C:28]3[CH:33]=[CH:32][S:31][C:29]=3[N:30]=[C:25]([CH3:24])[N:26]=2)[CH2:39][CH2:38]1, predict the reactants needed to synthesize it. The reactants are: CCN(C(C)C)C(C)C.[O:10]1[CH2:12][CH:11]1[CH2:13][O:14][C:15]1[CH:16]=[C:17]([CH2:21][OH:22])[CH:18]=[CH:19][CH:20]=1.Cl.[CH3:24][C:25]1[N:26]=[C:27]([N:34]2[CH2:39][CH2:38][CH:37]([NH2:40])[CH2:36][CH2:35]2)[C:28]2[CH:33]=[CH:32][S:31][C:29]=2[N:30]=1. (9) The reactants are: [C:1]([O:5][C:6](=[O:18])[NH:7][C:8]1[CH:9]=[C:10]2[C:14](=[CH:15][CH:16]=1)[CH2:13][NH:12][C:11]2=[O:17])([CH3:4])([CH3:3])[CH3:2].[O:19](C)[S:20]([C:23]([F:26])([F:25])[F:24])(=[O:22])=[O:21]. Given the product [F:24][C:23]([F:26])([F:25])[S:20]([O-:22])(=[O:21])=[O:19].[C:1]([O:5][C:6]([NH:7][C:8]1[CH:9]=[C:10]2[C:14](=[CH:15][CH:16]=1)[CH2:13][NH+:12]=[C:11]2[O:17][CH3:23])=[O:18])([CH3:4])([CH3:2])[CH3:3], predict the reactants needed to synthesize it.